From a dataset of Forward reaction prediction with 1.9M reactions from USPTO patents (1976-2016). Predict the product of the given reaction. Given the reactants [F:1][C:2]1[CH:9]=[CH:8][C:7]([OH:10])=[CH:6][C:3]=1[CH2:4][OH:5].[C:11]1([CH2:17][CH2:18][CH2:19]Br)[CH:16]=[CH:15][CH:14]=[CH:13][CH:12]=1.Cl[C:22]([N:24]1[C@H:29]([CH3:30])[CH2:28][N:27](C(OC(C)(C)C)=O)[CH2:26][C@@H:25]1[CH3:38])=[O:23], predict the reaction product. The product is: [CH3:38][C@H:25]1[CH2:26][NH:27][CH2:28][C@@H:29]([CH3:30])[N:24]1[C:22]([O:5][CH2:4][C:3]1[CH:6]=[C:7]([O:10][CH2:19][CH2:18][CH2:17][C:11]2[CH:16]=[CH:15][CH:14]=[CH:13][CH:12]=2)[CH:8]=[CH:9][C:2]=1[F:1])=[O:23].